The task is: Predict which catalyst facilitates the given reaction.. This data is from Catalyst prediction with 721,799 reactions and 888 catalyst types from USPTO. (1) Reactant: [NH:1]1[CH2:6][CH2:5][CH2:4][C@@H:3]([NH:7][C:8](=[O:14])[O:9][C:10]([CH3:13])([CH3:12])[CH3:11])[CH2:2]1.C([O-])([O-])=O.[Na+].[Na+].Br[CH2:22][CH2:23][OH:24]. Product: [OH:24][CH2:23][CH2:22][N:1]1[CH2:6][CH2:5][CH2:4][C@@H:3]([NH:7][C:8](=[O:14])[O:9][C:10]([CH3:11])([CH3:13])[CH3:12])[CH2:2]1. The catalyst class is: 10. (2) Reactant: B.[F:2][C:3]([F:11])([F:10])[C:4]1([CH2:7][C:8]#[N:9])[CH2:6][CH2:5]1.[ClH:12]. The catalyst class is: 1. Product: [ClH:12].[F:2][C:3]([F:11])([F:10])[C:4]1([CH2:7][CH2:8][NH2:9])[CH2:6][CH2:5]1.